Dataset: Catalyst prediction with 721,799 reactions and 888 catalyst types from USPTO. Task: Predict which catalyst facilitates the given reaction. (1) Reactant: [C:1]([C:5]1[CH:9]=[C:8]([NH:10][C:11]2[CH:19]=[CH:18][C:17]([O:20][CH3:21])=[CH:16][C:12]=2[C:13](O)=[O:14])[N:7]([C:22]2[CH:27]=[CH:26][CH:25]=[CH:24][C:23]=2[CH3:28])[N:6]=1)([CH3:4])([CH3:3])[CH3:2].[Cl-].[NH4+].Cl.C[N:33](C)CCCN=C=NCC.C1C=C2N=NN(O)C2=CC=1.O.C(N(CC)CC)C. Product: [C:1]([C:5]1[CH:9]=[C:8]([NH:10][C:11]2[CH:19]=[CH:18][C:17]([O:20][CH3:21])=[CH:16][C:12]=2[C:13]([NH2:33])=[O:14])[N:7]([C:22]2[CH:27]=[CH:26][CH:25]=[CH:24][C:23]=2[CH3:28])[N:6]=1)([CH3:2])([CH3:3])[CH3:4]. The catalyst class is: 3. (2) Reactant: [CH3:1][C:2]1[C:7]([C:8]2[C:16]3[O:15][CH2:14][C@@H:13]([NH:17][C:18]4[CH:30]=[CH:29][C:21]5[C@H:22]([CH2:25][C:26]([OH:28])=[O:27])[CH2:23][O:24][C:20]=5[CH:19]=4)[C:12]=3[CH:11]=[CH:10][CH:9]=2)=[C:6]([CH3:31])[N:5]=[C:4]([N:32]2[CH2:37][CH2:36][O:35][CH2:34][CH2:33]2)[N:3]=1.[OH-].[Na+:39].C(#N)C. Product: [CH3:31][C:6]1[C:7]([C:8]2[C:16]3[O:15][CH2:14][C@@H:13]([NH:17][C:18]4[CH:30]=[CH:29][C:21]5[C@H:22]([CH2:25][C:26]([O-:28])=[O:27])[CH2:23][O:24][C:20]=5[CH:19]=4)[C:12]=3[CH:11]=[CH:10][CH:9]=2)=[C:2]([CH3:1])[N:3]=[C:4]([N:32]2[CH2:33][CH2:34][O:35][CH2:36][CH2:37]2)[N:5]=1.[Na+:39]. The catalyst class is: 6. (3) Reactant: O=P(Cl)(Cl)Cl.[CH:6]1([N:12]([CH3:22])[C:13]([NH:15][CH:16]2[CH2:21][CH2:20][CH2:19][CH2:18][CH2:17]2)=O)[CH2:11][CH2:10][CH2:9][CH2:8][CH2:7]1.[CH2:23]([NH:27][CH3:28])[CH2:24][CH2:25][CH3:26].[OH-].[Na+]. Product: [CH2:23]([N:27]([CH3:28])[C:13]([N:12]([CH:6]1[CH2:11][CH2:10][CH2:9][CH2:8][CH2:7]1)[CH3:22])=[N:15][CH:16]1[CH2:21][CH2:20][CH2:19][CH2:18][CH2:17]1)[CH2:24][CH2:25][CH3:26]. The catalyst class is: 93. (4) Reactant: [NH:1]1[CH2:6][CH2:5][CH:4]([CH2:7][OH:8])[CH2:3][CH2:2]1.[C:9]([Si:13](Cl)([CH3:15])[CH3:14])([CH3:12])([CH3:11])[CH3:10].N1C=CN=C1.C([O-])(O)=O.[Na+].[OH-].[Na+]. Product: [Si:13]([O:8][CH2:7][CH:4]1[CH2:5][CH2:6][NH:1][CH2:2][CH2:3]1)([C:9]([CH3:12])([CH3:11])[CH3:10])([CH3:15])[CH3:14]. The catalyst class is: 4. (5) Reactant: [C:1]1([NH:7][C:8]2[CH:13]=[CH:12][CH:11]=[CH:10][CH:9]=2)[CH:6]=[CH:5][CH:4]=[CH:3][CH:2]=1.[CH3:14][O:15][C:16]1[CH:21]=[CH:20][C:19](Br)=[CH:18][CH:17]=1.O(C(C)(C)C)[Na].P(C(C)(C)C)(C(C)(C)C)C(C)(C)C. Product: [CH3:14][O:15][C:16]1[CH:21]=[CH:20][C:19]([N:7]([C:8]2[CH:9]=[CH:10][CH:11]=[CH:12][CH:13]=2)[C:1]2[CH:6]=[CH:5][CH:4]=[CH:3][CH:2]=2)=[CH:18][CH:17]=1. The catalyst class is: 101. (6) Reactant: C(N(CC)CC)C.[CH2:8]([O:15][C:16]1[CH:21]=[CH:20][C:19]([S:22](Cl)(=[O:24])=[O:23])=[CH:18][CH:17]=1)[C:9]1[CH:14]=[CH:13][CH:12]=[CH:11][CH:10]=1.Cl.Cl.[NH2:28][CH2:29][C@H:30]([N:35]1[CH2:40][CH2:39][N:38]([S:41]([CH3:44])(=[O:43])=[O:42])[CH2:37][CH2:36]1)[C:31]([O:33][CH3:34])=[O:32].O. Product: [CH2:8]([O:15][C:16]1[CH:21]=[CH:20][C:19]([S:22]([NH:28][CH2:29][C@H:30]([N:35]2[CH2:40][CH2:39][N:38]([S:41]([CH3:44])(=[O:43])=[O:42])[CH2:37][CH2:36]2)[C:31]([O:33][CH3:34])=[O:32])(=[O:24])=[O:23])=[CH:18][CH:17]=1)[C:9]1[CH:14]=[CH:13][CH:12]=[CH:11][CH:10]=1. The catalyst class is: 4. (7) Reactant: [NH2:1][C:2]1[CH:7]=[CH:6][CH:5]=[CH:4][CH:3]=1.[C:8](Cl)(=[O:11])[CH2:9][CH3:10]. Product: [C:2]1([NH:1][C:8](=[O:11])[CH2:9][CH3:10])[CH:7]=[CH:6][CH:5]=[CH:4][CH:3]=1. The catalyst class is: 2. (8) Reactant: [Cl:1][C:2]1[CH:17]=[CH:16][C:5]([O:6][C:7]2[CH:12]=[CH:11][C:10]([C:13](=[O:15])[CH3:14])=[CH:9][CH:8]=2)=[C:4]([N+:18]([O-:20])=[O:19])[CH:3]=1.[BH4-].[Na+]. Product: [Cl:1][C:2]1[CH:17]=[CH:16][C:5]([O:6][C:7]2[CH:8]=[CH:9][C:10]([CH:13]([OH:15])[CH3:14])=[CH:11][CH:12]=2)=[C:4]([N+:18]([O-:20])=[O:19])[CH:3]=1. The catalyst class is: 8. (9) Reactant: [Br:1][C:2]1[CH:7]=[CH:6][C:5]([CH3:8])=[C:4]([N+:9]([O-:11])=[O:10])[CH:3]=1.[CH2:12]=[O:13]. Product: [Br:1][C:2]1[CH:7]=[CH:6][C:5]([CH2:8][CH2:12][OH:13])=[C:4]([N+:9]([O-:11])=[O:10])[CH:3]=1. The catalyst class is: 16.